Dataset: Forward reaction prediction with 1.9M reactions from USPTO patents (1976-2016). Task: Predict the product of the given reaction. (1) Given the reactants Cl.[Cl:2][C:3]1[N:8]=[CH:7][C:6]([CH2:9][N:10]2[C:18]3[C:13](=[N:14][CH:15]=[CH:16][CH:17]=3)[C:12]([C:19]([OH:21])=O)=[CH:11]2)=[CH:5][CH:4]=1.[NH2:22][CH:23]1[CH2:28][CH2:27][O:26][CH2:25][CH:24]1[OH:29], predict the reaction product. The product is: [Cl:2][C:3]1[N:8]=[CH:7][C:6]([CH2:9][N:10]2[C:18]3[C:13](=[N:14][CH:15]=[CH:16][CH:17]=3)[C:12]([C:19]([NH:22][CH:23]3[CH2:28][CH2:27][O:26][CH2:25][CH:24]3[OH:29])=[O:21])=[CH:11]2)=[CH:5][CH:4]=1. (2) The product is: [CH3:1][C@H:2]1[C@@:41]2([OH:43])[O:42][CH:5]([CH2:6][C@H:7]([O:68][CH3:69])[C:8]([CH3:67])=[CH:9][CH:10]=[CH:11][CH:12]=[CH:13][C@@H:14]([CH3:66])[CH2:15][C@@H:16]([CH3:65])[C:17]([C@H:19]([O:63][CH3:64])[C@H:20]([OH:62])[C:21]([CH3:61])=[CH:22][C@@H:23]([CH3:60])[C:24]([CH2:26][C@@H:27]([C@@H:44]([CH2:46][C@H:47]3[CH2:52][C@@H:51]([O:53][CH3:54])[C@@H:50]([N:55]4[N:59]=[N:58][N:57]=[CH:56]4)[CH2:49][CH2:48]3)[CH3:45])[O:28][C:29]([C@H:31]3[N:36]([C:37]([C:39]2=[O:40])=[O:38])[CH2:35][CH2:34][CH2:33][CH2:32]3)=[O:30])=[O:25])=[O:18])[CH2:4][CH2:3]1.[CH3:17][OH:18]. Given the reactants [CH3:1][C@H:2]1[C@@:41]2([OH:43])[O:42][CH:5]([CH2:6][C@H:7]([O:68][CH3:69])[C:8]([CH3:67])=[CH:9][CH:10]=[CH:11][CH:12]=[CH:13][C@@H:14]([CH3:66])[CH2:15][C@@H:16]([CH3:65])[C:17]([C@H:19]([O:63][CH3:64])[C@H:20]([OH:62])[C:21]([CH3:61])=[CH:22][C@@H:23]([CH3:60])[C:24]([CH2:26][C@@H:27]([C@@H:44]([CH2:46][C@H:47]3[CH2:52][C@@H:51]([O:53][CH3:54])[C@@H:50]([N:55]4[N:59]=[N:58][N:57]=[CH:56]4)[CH2:49][CH2:48]3)[CH3:45])[O:28][C:29]([C@H:31]3[N:36]([C:37]([C:39]2=[O:40])=[O:38])[CH2:35][CH2:34][CH2:33][CH2:32]3)=[O:30])=[O:25])=[O:18])[CH2:4][CH2:3]1.C1(C)C=CC=CC=1, predict the reaction product.